Dataset: Full USPTO retrosynthesis dataset with 1.9M reactions from patents (1976-2016). Task: Predict the reactants needed to synthesize the given product. (1) Given the product [Br:31][C:20]1[CH:19]=[N:18][N:15]2[CH:16]=[CH:17][C:12]([N:11]([CH:21]3[CH2:23][CH2:22]3)[C:9](=[O:10])[C:6]3[CH:5]=[CH:4][C:3]([C:1]#[N:2])=[CH:8][N:7]=3)=[CH:13][C:14]=12, predict the reactants needed to synthesize it. The reactants are: [C:1]([C:3]1[CH:4]=[CH:5][C:6]([C:9]([N:11]([CH:21]2[CH2:23][CH2:22]2)[C:12]2[CH:17]=[CH:16][N:15]3[N:18]=[CH:19][CH:20]=[C:14]3[CH:13]=2)=[O:10])=[N:7][CH:8]=1)#[N:2].C1C(=O)N([Br:31])C(=O)C1. (2) Given the product [C:14]1([CH2:13][N:12]2[C:11]3[C:10]4[CH:9]=[CH:8][CH:7]=[CH:6][C:5]=4[N:4]=[CH:3][C:2]=3[N:1]=[C:20]2[CH2:21][OH:22])[CH:19]=[CH:18][CH:17]=[CH:16][CH:15]=1, predict the reactants needed to synthesize it. The reactants are: [NH2:1][C:2]1[CH:3]=[N:4][C:5]2[C:10]([C:11]=1[NH:12][CH2:13][C:14]1[CH:19]=[CH:18][CH:17]=[CH:16][CH:15]=1)=[CH:9][CH:8]=[CH:7][CH:6]=2.[C:20](O)(=O)[CH2:21][OH:22].[OH-].[NH4+]. (3) Given the product [CH3:1][C:2]1[CH:7]=[CH:6][CH:5]=[C:4]([CH3:8])[C:3]=1[N:9]=[C:10]([C:12]1[CH:13]=[CH:14][CH:15]=[C:16]([C:18](=[N:30][C:25]2[CH:26]=[CH:27][CH:28]=[CH:29][C:24]=2[CH:21]([CH3:23])[CH3:22])[CH3:19])[N:17]=1)[CH3:11], predict the reactants needed to synthesize it. The reactants are: [CH3:1][C:2]1[CH:7]=[CH:6][CH:5]=[C:4]([CH3:8])[C:3]=1[N:9]=[C:10]([C:12]1[N:17]=[C:16]([C:18](=O)[CH3:19])[CH:15]=[CH:14][CH:13]=1)[CH3:11].[CH:21]([C:24]1[CH:29]=[CH:28][CH:27]=[CH:26][C:25]=1[NH2:30])([CH3:23])[CH3:22].